This data is from Reaction yield outcomes from USPTO patents with 853,638 reactions. The task is: Predict the reaction yield, written as a fraction of the theoretical maximum amount of product (1.0 means a 100% yield; for example, 0.34 means a 34% yield). (1) The reactants are [NH2:1][C:2]1[CH:23]=[CH:22][C:5]([CH2:6][C:7]2[C:15]3[C:10](=[CH:11][CH:12]=[CH:13][CH:14]=3)[N:9]([CH2:16][C:17]([O:19][CH2:20][CH3:21])=[O:18])[N:8]=2)=[CH:4][CH:3]=1.C(N(CC)CC)C.[Cl:31][C:32]1[CH:40]=[CH:39][C:35]([C:36](Cl)=[O:37])=[CH:34][CH:33]=1.O. The catalyst is ClCCl. The product is [Cl:31][C:32]1[CH:40]=[CH:39][C:35]([C:36]([NH:1][C:2]2[CH:3]=[CH:4][C:5]([CH2:6][C:7]3[C:15]4[C:10](=[CH:11][CH:12]=[CH:13][CH:14]=4)[N:9]([CH2:16][C:17]([O:19][CH2:20][CH3:21])=[O:18])[N:8]=3)=[CH:22][CH:23]=2)=[O:37])=[CH:34][CH:33]=1. The yield is 0.314. (2) The reactants are [CH2:1]([N:8]1[CH2:13][CH2:12][CH:11]([NH2:14])[CH2:10][CH2:9]1)[C:2]1[CH:7]=[CH:6][CH:5]=[CH:4][CH:3]=1.C(N(CC)CC)C.[CH3:22][CH:23]([CH3:32])[C:24](O[C:24](=[O:25])[CH:23]([CH3:32])[CH3:22])=[O:25].[OH-].[Na+]. The catalyst is ClCCl.O. The product is [CH2:1]([N:8]1[CH2:13][CH2:12][CH:11]([NH:14][C:24](=[O:25])[CH:23]([CH3:32])[CH3:22])[CH2:10][CH2:9]1)[C:2]1[CH:3]=[CH:4][CH:5]=[CH:6][CH:7]=1. The yield is 0.780. (3) The reactants are [C:1]([C:3]1[CH:15]=[CH:14][C:13]2[C:12]3[C:7](=[CH:8][C:9]([C:16]#[CH:17])=[CH:10][CH:11]=3)[C:6]([CH2:28][CH2:29][O:30][CH2:31][CH2:32][O:33][CH2:34][CH2:35][O:36][CH3:37])([CH2:18][CH2:19][O:20][CH2:21][CH2:22][O:23][CH2:24][CH2:25][O:26][CH3:27])[C:5]=2[CH:4]=1)#[CH:2].I[C:39]1[S:43][C:42]([CH:44]=[O:45])=[CH:41][CH:40]=1. The catalyst is C1(C)C=CC=CC=1.CCN(CC)CC.Cl[Pd](Cl)([P](C1C=CC=CC=1)(C1C=CC=CC=1)C1C=CC=CC=1)[P](C1C=CC=CC=1)(C1C=CC=CC=1)C1C=CC=CC=1.[Cu]I. The product is [CH3:37][O:36][CH2:35][CH2:34][O:33][CH2:32][CH2:31][O:30][CH2:29][CH2:28][C:6]1([CH2:18][CH2:19][O:20][CH2:21][CH2:22][O:23][CH2:24][CH2:25][O:26][CH3:27])[C:7]2[CH:8]=[C:9]([C:16]#[C:17][C:39]3[S:43][C:42]([CH:44]=[O:45])=[CH:41][CH:40]=3)[CH:10]=[CH:11][C:12]=2[C:13]2[C:5]1=[CH:4][C:3]([C:1]#[C:2][C:39]1[S:43][C:42]([CH:44]=[O:45])=[CH:41][CH:40]=1)=[CH:15][CH:14]=2. The yield is 0.810. (4) The reactants are [C:1](NCC=O)([O:3][C:4]([CH3:7])([CH3:6])[CH3:5])=[O:2].[NH2:12][C@H:13]([C:16]([O:18][CH3:19])=[O:17])[CH2:14][SH:15].Cl.[CH3:21][CH2:22][N:23](C(C)C)C(C)C. The catalyst is C(Cl)Cl. The product is [C:1]([C:21]1([CH2:22][NH2:23])[NH:12][CH:13]([C:16]([O:18][CH3:19])=[O:17])[CH2:14][S:15]1)([O:3][C:4]([CH3:5])([CH3:6])[CH3:7])=[O:2]. The yield is 0.770. (5) The reactants are Cl.[Cl:2][C:3]1[CH:4]=[C:5]([NH:10][C:11]([N:13]2[CH2:18][CH2:17][NH:16][CH2:15][CH2:14]2)=[O:12])[CH:6]=[CH:7][C:8]=1[Cl:9].C(N(CC)C(C)C)(C)C.[C:28]([O:32][C:33]([N:35]1[CH2:40][CH2:39][CH2:38][CH:37]([C:41](O)=[O:42])[CH2:36]1)=[O:34])([CH3:31])([CH3:30])[CH3:29].ON1C2C=CC=CC=2N=N1. The catalyst is ClCCl. The product is [Cl:2][C:3]1[CH:4]=[C:5]([NH:10][C:11]([N:13]2[CH2:18][CH2:17][N:16]([C:41]([CH:37]3[CH2:38][CH2:39][CH2:40][N:35]([C:33]([O:32][C:28]([CH3:31])([CH3:30])[CH3:29])=[O:34])[CH2:36]3)=[O:42])[CH2:15][CH2:14]2)=[O:12])[CH:6]=[CH:7][C:8]=1[Cl:9]. The yield is 0.990. (6) The reactants are OC1NC2C(C=1)=CC=CC=2.COC1NC2C(C=1)=CC=CC=2.C[O:23][C:24]1[CH:25]=[C:26]2[C:30](=[N:31][CH:32]=1)[NH:29][C:28]([CH3:33])=[CH:27]2. No catalyst specified. The product is [OH:23][C:24]1[CH:25]=[C:26]2[C:30](=[N:31][CH:32]=1)[NH:29][C:28]([CH3:33])=[CH:27]2. The yield is 1.00. (7) The reactants are [ClH:1].C(OC([N:9]1[CH2:14][CH2:13][C:12]([C:18]2[CH:23]=[CH:22][C:21]([Cl:24])=[CH:20][CH:19]=2)([CH2:15][NH:16][CH3:17])[CH2:11][CH2:10]1)=O)(C)(C)C. The catalyst is O1CCOCC1.CO. The product is [ClH:24].[ClH:1].[Cl:24][C:21]1[CH:22]=[CH:23][C:18]([C:12]2([CH2:15][NH:16][CH3:17])[CH2:13][CH2:14][NH:9][CH2:10][CH2:11]2)=[CH:19][CH:20]=1. The yield is 1.00.